Dataset: Forward reaction prediction with 1.9M reactions from USPTO patents (1976-2016). Task: Predict the product of the given reaction. Given the reactants [C:1]([N:8]1[CH2:16][CH2:15][CH2:14][C@H:10]([C:11]([OH:13])=O)[CH2:9]1)([O:3][C:4]([CH3:7])([CH3:6])[CH3:5])=[O:2].C1C=NC2N(O)N=NC=2C=1.CCN=C=NCCCN(C)C.Cl.[F:39][C:40]1[CH:41]=[C:42]([C:45]([NH:47]O)=[NH:46])[NH:43][CH:44]=1, predict the reaction product. The product is: [C:4]([O:3][C:1]([N:8]1[CH2:16][CH2:15][CH2:14][C@H:10]([C:11]2[O:13][N:47]=[C:45]([C:42]3[NH:43][CH:44]=[C:40]([F:39])[CH:41]=3)[N:46]=2)[CH2:9]1)=[O:2])([CH3:5])([CH3:6])[CH3:7].